Task: Predict the reaction yield, written as a fraction of the theoretical maximum amount of product (1.0 means a 100% yield; for example, 0.34 means a 34% yield).. Dataset: Reaction yield outcomes from USPTO patents with 853,638 reactions (1) The reactants are [CH3:1][O:2][C:3]([C@H:5]1[N:9]2[C:10](=[O:31])[C:11]([N+:28]([O-:30])=[O:29])=[C:12]([CH2:17][C:18]3[C:27]4[C:22](=[CH:23][CH:24]=[CH:25][CH:26]=4)[CH:21]=[CH:20][CH:19]=3)[C:13]([CH:14]3[CH2:16][CH2:15]3)=[C:8]2[S:7][CH2:6]1)=[O:4].N([O-])=O.[Na+].[C:36](O)([C:38](F)(F)F)=O.[CH2:43](Cl)Cl. No catalyst specified. The product is [CH3:1][O:2][C:3]([C@H:5]1[N:9]2[C:10](=[O:31])[C:11]([N+:28]([O-:30])=[O:29])=[C:12]([CH2:17][C:18]3[C:27]4[C:22](=[CH:23][CH:24]=[CH:25][CH:26]=4)[CH:21]=[CH:20][CH:19]=3)[C:13]([C:14]3[CH:16]=[CH:38][CH:36]=[CH:43][CH:15]=3)=[C:8]2[S:7][CH2:6]1)=[O:4]. The yield is 0.890. (2) The reactants are [CH3:1][N:2]([C@H:12]([C:14]1[CH:19]=[CH:18][CH:17]=[CH:16][CH:15]=1)[CH3:13])[C@H:3]([C:5]1[CH:6]=[C:7]([OH:11])[CH:8]=[CH:9][CH:10]=1)[CH3:4].[CH3:20]N(C)C=O.[S:25]([O:30]C)([O:28][CH3:29])(=[O:27])=[O:26]. The catalyst is C(OCC)(=O)C. The product is [CH3:29][O:28][S:25]([O-:30])(=[O:27])=[O:26].[OH:11][C:7]1[CH:6]=[C:5]([C@@H:3]([N+:2]([CH3:20])([CH3:1])[C@H:12]([C:14]2[CH:19]=[CH:18][CH:17]=[CH:16][CH:15]=2)[CH3:13])[CH3:4])[CH:10]=[CH:9][CH:8]=1. The yield is 0.850. (3) The reactants are [CH3:1][N:2]([CH2:4]/[CH:5]=[CH:6]/[C:7]([NH:9][C:10]1[CH:11]=[C:12]2[C:25]([NH:26][C:27]3[CH:28]=[CH:29][C:30]([F:34])=[C:31]([Cl:33])[CH:32]=3)=[N:24][CH:23]=[N:22][C:13]2=[CH:14][C:15]=1[O:16][C@@H:17]1[CH2:21][O:20][CH2:19][CH2:18]1)=[O:8])[CH3:3].[C:35]([OH:42])(=[O:41])/[CH:36]=[CH:37]\[C:38]([OH:40])=[O:39].C1COCC1. No catalyst specified. The product is [CH3:3][N:2]([CH3:1])[CH2:4]/[CH:5]=[CH:6]/[C:7]([NH:9][C:10]1[CH:11]=[C:12]2[C:13]([N:22]=[CH:23][N:24]=[C:25]2[NH:26][C:27]2[CH:28]=[CH:29][C:30]([F:34])=[C:31]([Cl:33])[CH:32]=2)=[CH:14][C:15]=1[O:16][C@H:17]1[CH2:18][CH2:19][O:20][CH2:21]1)=[O:8].[CH:36](/[C:35]([OH:42])=[O:41])=[CH:37]/[C:38]([OH:40])=[O:39].[CH:36](/[C:35]([OH:42])=[O:41])=[CH:37]/[C:38]([OH:40])=[O:39]. The yield is 0.830. (4) The reactants are [F:1][C:2]1[CH:3]=[C:4]([CH:10]([CH2:15][CH:16]2[CH2:21][CH2:20][O:19][CH2:18][CH2:17]2)[C:11](=[O:14])[CH:12]=[CH2:13])[CH:5]=[CH:6][C:7]=1[S:8][CH3:9].[N:22]1[CH:27]=[CH:26][CH:25]=[CH:24][C:23]=1[CH:28]=[O:29].C(N(CC)CC)C. The catalyst is C(O)C.[Cl-].C([N+]1C(C)=C(CCO)SC=1)C1C=CC=CC=1.C(OCC)(=O)C. The product is [F:1][C:2]1[CH:3]=[C:4]([CH:10]([CH2:15][CH:16]2[CH2:21][CH2:20][O:19][CH2:18][CH2:17]2)[C:11](=[O:14])[CH2:12][CH2:13][C:28]([C:23]2[CH:24]=[CH:25][CH:26]=[CH:27][N:22]=2)=[O:29])[CH:5]=[CH:6][C:7]=1[S:8][CH3:9]. The yield is 0.420. (5) The reactants are [C:1]([C:3]1[O:7][C:6](Br)=[CH:5][CH:4]=1)#[N:2].[NH:9]1[C:17]2[C:12](=[CH:13][CH:14]=[CH:15][CH:16]=2)[C:11]2([CH:21](B(O)O)CC[CH2:18]2)[C:10]1=[O:25].C(=O)([O-])[O-].[Na+].[Na+].[OH-].[Na+]. The catalyst is COCCOC.O.C1C=CC([P]([Pd]([P](C2C=CC=CC=2)(C2C=CC=CC=2)C2C=CC=CC=2)([P](C2C=CC=CC=2)(C2C=CC=CC=2)C2C=CC=CC=2)[P](C2C=CC=CC=2)(C2C=CC=CC=2)C2C=CC=CC=2)(C2C=CC=CC=2)C2C=CC=CC=2)=CC=1. The product is [CH3:18][C:11]1([CH3:21])[C:12]2[C:17](=[CH:16][CH:15]=[C:14]([C:6]3[O:7][C:3]([C:1]#[N:2])=[CH:4][CH:5]=3)[CH:13]=2)[NH:9][C:10]1=[O:25]. The yield is 0.490.